This data is from Forward reaction prediction with 1.9M reactions from USPTO patents (1976-2016). The task is: Predict the product of the given reaction. Given the reactants [Cl:1][CH2:2][C@H:3]1[CH2:7]OS(=O)(=O)[O:4]1.[NH2:10][C:11]1[CH:16]=[CH:15][C:14]([N:17]2[CH2:22][CH2:21][O:20][CH2:19][C:18]2=[O:23])=[CH:13][CH:12]=1.C(N(CC)CC)C.CS(O)(=O)=O.O.C(=O)([O-])O.[Na+], predict the reaction product. The product is: [Cl:1][CH2:2][C@H:3]([OH:4])[CH2:7][NH:10][C:11]1[CH:12]=[CH:13][C:14]([N:17]2[CH2:22][CH2:21][O:20][CH2:19][C:18]2=[O:23])=[CH:15][CH:16]=1.